From a dataset of Experimentally validated miRNA-target interactions with 360,000+ pairs, plus equal number of negative samples. Binary Classification. Given a miRNA mature sequence and a target amino acid sequence, predict their likelihood of interaction. (1) The miRNA is hsa-miR-1976 with sequence CCUCCUGCCCUCCUUGCUGU. The protein sequence of the target gene is MANVHQENEEMEQPLQNGQEDRPVGGGEGHQPAANNNNNNHNHNHNHHRRGQARRLAPNFRWAIPNRQMNDGLGGDGDDMEMFMEEMREIRRKLRELQLRNCLRILMGELSNHHDHHDEFCLMP. Result: 0 (no interaction). (2) The miRNA is rno-miR-96-5p with sequence UUUGGCACUAGCACAUUUUUGCU. The protein sequence of the target gene is MGPTLAVPTPYGCIGCKLPQPEYPPALIIFMFCAMVITIVVDLIGNSMVILAVTKNKKLRNSGNIFVVSLSVADMLVAIYPYPLMLHAMSIGGWDLSQLQCQMVGFITGLSVVGSIFNIVAIAINRYCYICHSLQYERIFSVRNTCIYLVITWIMTVLAVLPNMYIGTIEYDPRTYTCIFNYLNNPVFTVTIVCIHFVLPLLIVGFCYVRIWTKVLAARDPAGQNPDNQLAEVRNFLTMFVIFLLFAVCWCPINVLTVLVAVSPKEMAGKIPNWLYLAAYFIAYFNSCLNAVIYGLLNEN.... Result: 0 (no interaction).